Dataset: Catalyst prediction with 721,799 reactions and 888 catalyst types from USPTO. Task: Predict which catalyst facilitates the given reaction. Reactant: [CH3:1][O:2][C:3]1[CH:12]=[C:11]2[C:6]([CH:7]=[CH:8][C:9]([NH2:13])=[CH:10]2)=[CH:5][CH:4]=1.[CH3:14][C:15]([O:18][C:19](O[C:19]([O:18][C:15]([CH3:17])([CH3:16])[CH3:14])=[O:20])=[O:20])([CH3:17])[CH3:16]. Product: [CH3:1][O:2][C:3]1[CH:12]=[C:11]2[C:6]([CH:7]=[CH:8][C:9]([NH:13][C:19](=[O:20])[O:18][C:15]([CH3:17])([CH3:16])[CH3:14])=[CH:10]2)=[CH:5][CH:4]=1. The catalyst class is: 1.